From a dataset of NCI-60 drug combinations with 297,098 pairs across 59 cell lines. Regression. Given two drug SMILES strings and cell line genomic features, predict the synergy score measuring deviation from expected non-interaction effect. (1) Drug 1: CCC1(CC2CC(C3=C(CCN(C2)C1)C4=CC=CC=C4N3)(C5=C(C=C6C(=C5)C78CCN9C7C(C=CC9)(C(C(C8N6C=O)(C(=O)OC)O)OC(=O)C)CC)OC)C(=O)OC)O.OS(=O)(=O)O. Drug 2: CCCCCOC(=O)NC1=NC(=O)N(C=C1F)C2C(C(C(O2)C)O)O. Cell line: U251. Synergy scores: CSS=52.0, Synergy_ZIP=0.961, Synergy_Bliss=-1.72, Synergy_Loewe=-43.0, Synergy_HSA=-1.03. (2) Drug 1: C1=CC(=CC=C1CCCC(=O)O)N(CCCl)CCCl. Drug 2: COC1=C2C(=CC3=C1OC=C3)C=CC(=O)O2. Cell line: NCI/ADR-RES. Synergy scores: CSS=11.6, Synergy_ZIP=-5.23, Synergy_Bliss=1.75, Synergy_Loewe=-6.14, Synergy_HSA=-2.41. (3) Drug 1: CCCCC(=O)OCC(=O)C1(CC(C2=C(C1)C(=C3C(=C2O)C(=O)C4=C(C3=O)C=CC=C4OC)O)OC5CC(C(C(O5)C)O)NC(=O)C(F)(F)F)O. Drug 2: CC12CCC3C(C1CCC2O)C(CC4=C3C=CC(=C4)O)CCCCCCCCCS(=O)CCCC(C(F)(F)F)(F)F. Cell line: K-562. Synergy scores: CSS=25.9, Synergy_ZIP=-4.58, Synergy_Bliss=-7.74, Synergy_Loewe=-9.90, Synergy_HSA=-6.03. (4) Drug 1: CN1CCC(CC1)COC2=C(C=C3C(=C2)N=CN=C3NC4=C(C=C(C=C4)Br)F)OC. Drug 2: CC1CCC2CC(C(=CC=CC=CC(CC(C(=O)C(C(C(=CC(C(=O)CC(OC(=O)C3CCCCN3C(=O)C(=O)C1(O2)O)C(C)CC4CCC(C(C4)OC)OCCO)C)C)O)OC)C)C)C)OC. Cell line: MCF7. Synergy scores: CSS=17.4, Synergy_ZIP=-8.46, Synergy_Bliss=-5.15, Synergy_Loewe=-11.7, Synergy_HSA=-3.48.